From a dataset of Reaction yield outcomes from USPTO patents with 853,638 reactions. Predict the reaction yield, written as a fraction of the theoretical maximum amount of product (1.0 means a 100% yield; for example, 0.34 means a 34% yield). (1) The reactants are [CH3:1][O:2][C:3]1[CH:4]=[C:5]([C:9]2[CH:17]=[C:16]3[C:12]([CH2:13][C:14](=[O:18])[NH:15]3)=[CH:11][CH:10]=2)[CH:6]=[CH:7][CH:8]=1.[CH3:19][N:20]([CH3:35])[CH2:21][CH2:22][NH:23][C:24]([C:26]1[C:30]([CH3:31])=[C:29]([CH:32]=O)[NH:28][C:27]=1[CH3:34])=[O:25]. No catalyst specified. The product is [CH3:19][N:20]([CH3:35])[CH2:21][CH2:22][NH:23][C:24]([C:26]1[C:30]([CH3:31])=[C:29]([CH:32]=[C:13]2[C:12]3[C:16](=[CH:17][C:9]([C:5]4[CH:6]=[CH:7][CH:8]=[C:3]([O:2][CH3:1])[CH:4]=4)=[CH:10][CH:11]=3)[NH:15][C:14]2=[O:18])[NH:28][C:27]=1[CH3:34])=[O:25]. The yield is 0.140. (2) The reactants are [Cl:1][C:2]1[CH:7]=[C:6](/[CH:8]=[CH:9]/[CH:10]([C:15]2[CH:20]=[C:19]([Cl:21])[C:18]([Cl:22])=[C:17]([Cl:23])[CH:16]=2)[C:11]([F:14])([F:13])[F:12])[CH:5]=[CH:4][C:3]=1[CH2:24][NH2:25].Cl[C:27](=[O:32])[C:28]([O:30][CH3:31])=[O:29]. The catalyst is C(Cl)Cl. The product is [Cl:1][C:2]1[CH:7]=[C:6](/[CH:8]=[CH:9]/[CH:10]([C:15]2[CH:20]=[C:19]([Cl:21])[C:18]([Cl:22])=[C:17]([Cl:23])[CH:16]=2)[C:11]([F:14])([F:13])[F:12])[CH:5]=[CH:4][C:3]=1[CH2:24][NH:25][C:27](=[O:32])[C:28]([O:30][CH3:31])=[O:29]. The yield is 0.500.